Dataset: Reaction yield outcomes from USPTO patents with 853,638 reactions. Task: Predict the reaction yield, written as a fraction of the theoretical maximum amount of product (1.0 means a 100% yield; for example, 0.34 means a 34% yield). (1) The catalyst is C1COCC1.O. The yield is 0.590. The product is [Cl:1][C:2]1[CH:28]=[CH:27][CH:26]=[C:25]([Cl:29])[C:3]=1[C:4]([NH:6][C@H:7]([C:21]([OH:23])=[O:22])[CH2:8][C:9]1[CH:10]=[CH:11][C:12]([C:15]2[CH2:16][CH2:17][N:18]([C:38]([NH:37][C:32]3[CH:33]=[CH:34][CH:35]=[CH:36][C:31]=3[F:30])=[O:39])[CH2:19][CH:20]=2)=[CH:13][CH:14]=1)=[O:5]. The reactants are [Cl:1][C:2]1[CH:28]=[CH:27][CH:26]=[C:25]([Cl:29])[C:3]=1[C:4]([NH:6][C@H:7]([C:21]([O:23]C)=[O:22])[CH2:8][C:9]1[CH:14]=[CH:13][C:12]([C:15]2[CH2:16][CH2:17][NH:18][CH2:19][CH:20]=2)=[CH:11][CH:10]=1)=[O:5].[F:30][C:31]1[CH:36]=[CH:35][CH:34]=[CH:33][C:32]=1[N:37]=[C:38]=[O:39].O.[OH-].[Li+]. (2) The reactants are [C:1]1(=[O:10])[C:9]2[C:4](=[CH:5][CH:6]=[CH:7][CH:8]=2)[CH2:3][CH2:2]1.[Li+].CC([N-]C(C)C)C.Cl[CH2:20][C:21](=[O:23])[CH3:22]. The catalyst is C1COCC1. The product is [O:23]=[C:21]([CH3:22])[CH2:20][CH:2]1[CH2:3][C:4]2[C:9](=[CH:8][CH:7]=[CH:6][CH:5]=2)[C:1]1=[O:10]. The yield is 0.860. (3) The reactants are BrC1C=NN2C(NCC3C=CC=C(F)C=3)=C([C:20]([N:22]3[CH2:27][CH2:26][CH:25]([C:28]4[CH:33]=[CH:32][CH:31]=[CH:30][CH:29]=4)[CH2:24][CH2:23]3)=[O:21])C=NC=12.CC1C[C:37]2[C:42]([CH:43]=1)=[CH:41]C=CC=2.[H-].[Na+].C(=O)([O-])[OH:47].[Na+].[CH2:51]1[CH2:55]OC[CH2:52]1. No catalyst specified. The product is [CH3:55][C:51]1[C:25]2([CH2:24][CH2:23][N:22]([C:20]([O:21][C:42]([CH3:41])([CH3:37])[CH3:43])=[O:47])[CH2:27][CH2:26]2)[C:28]2[C:29](=[CH:30][CH:31]=[CH:32][CH:33]=2)[CH:52]=1. The yield is 0.510. (4) The reactants are P(Br)(Br)[Br:2].[CH3:5][O:6][C:7](=[O:31])[C:8]1[CH:13]=[CH:12][CH:11]=[C:10]([CH2:14][N:15]2[C:20](=[O:21])[CH:19]=[CH:18][C:17]([C:22]3[CH:27]=[CH:26][CH:25]=[C:24]([CH2:28]O)[CH:23]=3)=[N:16]2)[C:9]=1C. The catalyst is C(Cl)Cl. The product is [Br:2][CH2:28][C:24]1[CH:23]=[C:22]([C:17]2[CH:18]=[CH:19][C:20](=[O:21])[N:15]([CH2:14][C:10]3[CH:9]=[C:8]([CH:13]=[CH:12][CH:11]=3)[C:7]([O:6][CH3:5])=[O:31])[N:16]=2)[CH:27]=[CH:26][CH:25]=1. The yield is 0.880. (5) The reactants are FC(F)(F)C(O)=O.[C:8]1([C:14]2[CH:19]=[C:18]([CH:20]3[CH2:25][CH2:24][NH:23][CH2:22][CH2:21]3)[CH:17]=[CH:16][C:15]=2[NH:26][C:27]([C:29]2[N:30]([CH2:36][O:37][CH2:38][CH2:39][Si:40]([CH3:43])([CH3:42])[CH3:41])[CH:31]=[C:32]([C:34]#[N:35])[N:33]=2)=[O:28])[CH2:13][CH2:12][CH2:11][CH2:10][CH:9]=1.CCN(C(C)C)C(C)C.ClC(Cl)(O[C:57](=[O:63])OC(Cl)(Cl)Cl)Cl.[NH2:65][CH2:66][CH2:67][OH:68]. The catalyst is C(Cl)Cl.C1COCC1.CCOC(C)=O. The product is [OH:68][CH2:67][CH2:66][NH:65][C:57]([N:23]1[CH2:24][CH2:25][CH:20]([C:18]2[CH:17]=[CH:16][C:15]([NH:26][C:27]([C:29]3[N:30]([CH2:36][O:37][CH2:38][CH2:39][Si:40]([CH3:43])([CH3:42])[CH3:41])[CH:31]=[C:32]([C:34]#[N:35])[N:33]=3)=[O:28])=[C:14]([C:8]3[CH2:13][CH2:12][CH2:11][CH2:10][CH:9]=3)[CH:19]=2)[CH2:21][CH2:22]1)=[O:63]. The yield is 0.830. (6) The reactants are [Cl-].[C:2]([O:6][C:7](=[O:10])[CH2:8][Zn+])([CH3:5])([CH3:4])[CH3:3].Br[C:12]1[CH:19]=[CH:18][C:15]([C:16]#[N:17])=[CH:14][C:13]=1[O:20][CH3:21].C1(P(C2CCCCC2)C2C=CC=CC=2C2C(N(C)C)=CC=CC=2)CCCCC1. The catalyst is C1COCC1.C1C=CC(/C=C/C(/C=C/C2C=CC=CC=2)=O)=CC=1.C1C=CC(/C=C/C(/C=C/C2C=CC=CC=2)=O)=CC=1.[Pd]. The product is [C:16]([C:15]1[CH:18]=[CH:19][C:12]([CH2:8][C:7]([O:6][C:2]([CH3:5])([CH3:4])[CH3:3])=[O:10])=[C:13]([O:20][CH3:21])[CH:14]=1)#[N:17]. The yield is 0.290. (7) The reactants are Cl.[F:2][C:3]1[CH:8]=[CH:7][C:6]([C:9]2[N:10]=[C:11]([CH:15]3[CH2:20][CH2:19][N:18]([C:21]4[N:26]=[CH:25][N:24]=[C:23]5[NH:27][N:28]=[CH:29][C:22]=45)[CH2:17][CH2:16]3)[N:12](C)[CH:13]=2)=[CH:5][C:4]=1[C:30]([F:33])([F:32])[F:31].[Cl:34][CH2:35]Cl. No catalyst specified. The product is [ClH:34].[F:2][C:3]1[CH:8]=[CH:7][C:6]([C:9]2[N:10]([CH3:35])[CH:11]([CH:15]3[CH2:16][CH2:17][N:18]([C:21]4[N:26]=[CH:25][N:24]=[C:23]5[NH:27][N:28]=[CH:29][C:22]=45)[CH2:19][CH2:20]3)[NH:12][CH:13]=2)=[CH:5][C:4]=1[C:30]([F:33])([F:32])[F:31]. The yield is 0.985. (8) The reactants are [CH3:1][O:2][C:3]1[CH:4]=[C:5]2[C:10](=[CH:11][CH:12]=1)[C@@H:9]([CH2:13][CH2:14][O:15][Si](C(C)(C)C)(C)C)[NH:8][CH2:7][CH2:6]2.[F:23][C:24]([F:29])([F:28])[C:25]([NH2:27])=[O:26].F.O.C(=O)([O-])O.[Na+]. The catalyst is C(#N)C. The product is [CH3:1][O:2][C:3]1[CH:4]=[C:5]2[C:10](=[CH:11][CH:12]=1)[C@@H:9]([CH2:13][CH2:14][OH:15])[NH:8][CH2:7][CH2:6]2.[F:23][C:24]([F:29])([F:28])[C:25]([NH2:27])=[O:26]. The yield is 0.790. (9) The reactants are [H-].[Na+].[CH3:3][S:4]([NH2:7])(=[O:6])=[O:5].[Cl:8][C:9]1[CH:10]=[C:11]2[C:16](=[C:17]([C:19](O)=[O:20])[CH:18]=1)[NH:15][CH:14]([C:22]1[CH:27]=[CH:26][CH:25]=[C:24]([N:28]3[CH2:33][CH2:32][O:31][CH2:30][CH2:29]3)[CH:23]=1)[C:13]([CH3:35])([CH3:34])[CH2:12]2.C(N1C=CN=C1)(N1C=CN=C1)=O. The catalyst is CN(C)C=O. The product is [Cl:8][C:9]1[CH:10]=[C:11]2[C:16](=[C:17]([C:19]([NH:7][S:4]([CH3:3])(=[O:6])=[O:5])=[O:20])[CH:18]=1)[NH:15][CH:14]([C:22]1[CH:27]=[CH:26][CH:25]=[C:24]([N:28]3[CH2:33][CH2:32][O:31][CH2:30][CH2:29]3)[CH:23]=1)[C:13]([CH3:35])([CH3:34])[CH2:12]2. The yield is 0.300.